The task is: Predict the reaction yield, written as a fraction of the theoretical maximum amount of product (1.0 means a 100% yield; for example, 0.34 means a 34% yield).. This data is from Reaction yield outcomes from USPTO patents with 853,638 reactions. (1) The reactants are [F:1][C:2]1[CH:7]=[CH:6][C:5]([CH:8](C(OC)=O)[C:9]([O:11]C)=[O:10])=[C:4]([N+:17]([O-:19])=[O:18])[CH:3]=1.C(OCC)(=O)C.CCCCCC. The catalyst is Cl. The product is [F:1][C:2]1[CH:7]=[CH:6][C:5]([CH2:8][C:9]([OH:11])=[O:10])=[C:4]([N+:17]([O-:19])=[O:18])[CH:3]=1. The yield is 0.870. (2) The yield is 0.730. The product is [CH3:6][C:5]1[N:22]([C:23]2[CH:24]=[C:25]([C:29]3[O:30][CH:31]=[CH:32][C:33]=3[C:34]([O:36][CH2:37][CH3:38])=[O:35])[CH:26]=[CH:27][CH:28]=2)[CH2:2][CH2:3][N:4]=1. The catalyst is C(OCC)(=O)C. The reactants are Cl[CH2:2][CH2:3][NH:4][C:5](=O)[CH3:6].P(Cl)(Cl)(Cl)(Cl)Cl.C1(C)C=CC=CC=1.Cl.[NH2:22][C:23]1[CH:24]=[C:25]([C:29]2[O:30][CH:31]=[CH:32][C:33]=2[C:34]([O:36][CH2:37][CH3:38])=[O:35])[CH:26]=[CH:27][CH:28]=1.